From a dataset of CYP2D6 inhibition data for predicting drug metabolism from PubChem BioAssay. Regression/Classification. Given a drug SMILES string, predict its absorption, distribution, metabolism, or excretion properties. Task type varies by dataset: regression for continuous measurements (e.g., permeability, clearance, half-life) or binary classification for categorical outcomes (e.g., BBB penetration, CYP inhibition). Dataset: cyp2d6_veith. The molecule is CN(C)/C=C(\C#N)C(=O)c1cccnc1Oc1ccc(F)cc1F. The result is 0 (non-inhibitor).